From a dataset of Retrosynthesis with 50K atom-mapped reactions and 10 reaction types from USPTO. Predict the reactants needed to synthesize the given product. (1) Given the product N[C@H](CNc1nnc(-c2ccc3ncncc3c2)s1)Cc1ccc(C(F)(F)F)cc1, predict the reactants needed to synthesize it. The reactants are: CC(C)(C)OC(=O)N(C[C@@H](N)Cc1ccc(C(F)(F)F)cc1)c1nnc(-c2ccc3ncncc3c2)s1. (2) Given the product COc1cc(F)ccc1-c1cc2c(s1)c(=O)n(C1CCN(C(=O)OC(C)(C)C)CC1)c(=O)n2Cc1ccccc1, predict the reactants needed to synthesize it. The reactants are: BrCc1ccccc1.COc1cc(F)ccc1-c1cc2[nH]c(=O)n(C3CCN(C(=O)OC(C)(C)C)CC3)c(=O)c2s1. (3) Given the product COc1cc2ncnc(Nc3ccc4nc(NC(=O)c5ccccc5)sc4c3)c2cc1OCCCN1CCN(C)CC1, predict the reactants needed to synthesize it. The reactants are: COc1cc2ncnc(Cl)c2cc1OCCCN1CCN(C)CC1.Nc1ccc2nc(NC(=O)c3ccccc3)sc2c1. (4) Given the product CCCCCCCCOc1cc(O)c(-c2nc(-c3ccc(C(C)(C)C)cc3)nc(-c3ccc(C(C)(C)C)cc3)n2)cc1CCCCCC, predict the reactants needed to synthesize it. The reactants are: CCCCCCCCI.CCCCCCc1cc(-c2nc(-c3ccc(C(C)(C)C)cc3)nc(-c3ccc(C(C)(C)C)cc3)n2)c(O)cc1O. (5) Given the product CC(C)C[C@@]1(C(=O)O)C[C@H](c2cnccn2)[C@H](c2cccc(-c3ccccc3)c2)N1C(=O)c1ccc(C(C)(C)C)cc1, predict the reactants needed to synthesize it. The reactants are: CC(C)C[C@@]1(C(=O)OC(C)(C)C)C[C@H](c2cnccn2)[C@H](c2cccc(-c3ccccc3)c2)N1C(=O)c1ccc(C(C)(C)C)cc1. (6) The reactants are: CCCCCCc1ccc(C=CC(=O)c2ccc(OCC=C(C)C)cc2OCC(=O)OCC)cc1. Given the product CCCCCCc1ccc(C=CC(=O)c2ccc(OCC=C(C)C)cc2OCC(=O)O)cc1, predict the reactants needed to synthesize it. (7) Given the product COc1ccc(Cc2c(O)nn(C(C)C)c2C(F)(F)F)c(F)c1, predict the reactants needed to synthesize it. The reactants are: COc1ccc(Cc2c(O[Si](C)(C)C(C)(C)C)nn(C(C)C)c2C(F)(F)F)c(F)c1.